From a dataset of Reaction yield outcomes from USPTO patents with 853,638 reactions. Predict the reaction yield, written as a fraction of the theoretical maximum amount of product (1.0 means a 100% yield; for example, 0.34 means a 34% yield). The reactants are Cl[C:2]1[C:11]2[C:6](=[CH:7][CH:8]=[CH:9][CH:10]=2)[N:5]=[C:4]([CH3:12])[N:3]=1.[F:13][CH:14]([F:23])[O:15][C:16]1[CH:21]=[CH:20][C:19]([NH2:22])=[CH:18][CH:17]=1.C([O-])(=O)C.[Na+]. The catalyst is C(OCC)(=O)C. The product is [F:13][CH:14]([F:23])[O:15][C:16]1[CH:17]=[CH:18][C:19]([NH:22][C:2]2[C:11]3[C:6](=[CH:7][CH:8]=[CH:9][CH:10]=3)[N:5]=[C:4]([CH3:12])[N:3]=2)=[CH:20][CH:21]=1. The yield is 0.940.